Task: Predict the product of the given reaction.. Dataset: Forward reaction prediction with 1.9M reactions from USPTO patents (1976-2016) (1) Given the reactants Cl[C:2]1[CH:10]=[CH:9][CH:8]=[C:7]([CH3:11])[C:3]=1[C:4]([OH:6])=[O:5].[C:12]1([OH:18])[CH:17]=[CH:16][CH:15]=[CH:14][CH:13]=1.CO, predict the reaction product. The product is: [CH3:11][C:7]1[CH:8]=[CH:9][CH:10]=[C:2]([O:18][C:12]2[CH:17]=[CH:16][CH:15]=[CH:14][CH:13]=2)[C:3]=1[C:4]([OH:6])=[O:5]. (2) Given the reactants C1(C2C3C=NC=CC=3OC=2C2C=CC(C3(N)CCC3)=CC=2)C=CC=CC=1.[I:27][C:28]1[C:36]2[C:31](=[CH:32][N:33]=[CH:34][CH:35]=2)[O:30][C:29]=1[C:37]1[CH:42]=[CH:41][C:40]([C:43]2([NH:47]C(=O)OC(C)(C)C)[CH2:46][CH2:45][CH2:44]2)=[CH:39][CH:38]=1, predict the reaction product. The product is: [I:27][C:28]1[C:36]2[C:31](=[CH:32][N:33]=[CH:34][CH:35]=2)[O:30][C:29]=1[C:37]1[CH:38]=[CH:39][C:40]([C:43]2([NH2:47])[CH2:46][CH2:45][CH2:44]2)=[CH:41][CH:42]=1. (3) Given the reactants C[O:2][C:3]([C:5]1[C:13]2[C:8](=[C:9]([C:14]([F:17])([F:16])[F:15])[CH:10]=[CH:11][CH:12]=2)[N:7]([CH2:18][CH2:19][O:20][CH3:21])[CH:6]=1)=[O:4].O.[OH-].[Li+], predict the reaction product. The product is: [CH3:21][O:20][CH2:19][CH2:18][N:7]1[C:8]2[C:13](=[CH:12][CH:11]=[CH:10][C:9]=2[C:14]([F:15])([F:16])[F:17])[C:5]([C:3]([OH:4])=[O:2])=[CH:6]1. (4) Given the reactants [NH:1]1[C:6]2([CH2:11][CH2:10][NH:9][CH2:8][CH2:7]2)[CH2:5][CH2:4][CH2:3][C:2]1=[O:12].Cl[C:14]1[CH:23]=[N:22][C:21]2[C:16](=[CH:17][CH:18]=[CH:19][CH:20]=2)[N:15]=1.C([O-])([O-])=O.[K+].[K+], predict the reaction product. The product is: [N:15]1[C:16]2[C:21](=[CH:20][CH:19]=[CH:18][CH:17]=2)[N:22]=[CH:23][C:14]=1[N:9]1[CH2:10][CH2:11][C:6]2([NH:1][C:2](=[O:12])[CH2:3][CH2:4][CH2:5]2)[CH2:7][CH2:8]1.